This data is from Peptide-MHC class I binding affinity with 185,985 pairs from IEDB/IMGT. The task is: Regression. Given a peptide amino acid sequence and an MHC pseudo amino acid sequence, predict their binding affinity value. This is MHC class I binding data. The peptide sequence is ISSKQYPAGR. The MHC is HLA-A31:01 with pseudo-sequence HLA-A31:01. The binding affinity (normalized) is 0.840.